This data is from Full USPTO retrosynthesis dataset with 1.9M reactions from patents (1976-2016). The task is: Predict the reactants needed to synthesize the given product. (1) Given the product [CH2:9]([C@H:7]1[O:8][C@@H:3]([CH2:1][CH3:2])[C@@H:4]2[C:28]3([CH2:13][C:12]4[C:11]([N:5]2[CH2:6]1)=[CH:18][CH:17]=[C:16]([N+:19]([O-:21])=[O:20])[CH:15]=4)[C:26](=[O:27])[NH:25][C:23](=[O:24])[NH:22][C:29]3=[O:30])[CH3:10], predict the reactants needed to synthesize it. The reactants are: [CH2:1]([C@H:3]1[O:8][C@@H:7]([CH2:9][CH3:10])[CH2:6][N:5]([C:11]2[CH:18]=[CH:17][C:16]([N+:19]([O-:21])=[O:20])=[CH:15][C:12]=2[CH:13]=O)[CH2:4]1)[CH3:2].[NH:22]1[C:29](=[O:30])[CH2:28][C:26](=[O:27])[NH:25][C:23]1=[O:24]. (2) Given the product [ClH:35].[NH2:34][C:19]1[C:20]2[C:21](=[O:26])[NH:22][CH:23]=[CH:24][C:25]=2[N:17]([C:11]2([CH2:14][C:15]#[N:16])[CH2:10][CH2:9][NH:8][CH2:13][CH2:12]2)[N:18]=1, predict the reactants needed to synthesize it. The reactants are: C(OC([N:8]1[CH2:13][CH2:12][C:11]([N:17]2[C:25]3[CH:24]=[CH:23][N:22]=[C:21]([O:26]CC4C=CC=CC=4)[C:20]=3[C:19]([NH2:34])=[N:18]2)([CH2:14][C:15]#[N:16])[CH2:10][CH2:9]1)=O)(C)(C)C.[ClH:35]. (3) Given the product [NH2:21][C:19]1[CH:18]=[C:4]([CH:3]=[C:2]([Br:1])[CH:20]=1)[C:5]([NH:7][CH2:8][CH2:9][O:10][CH2:11][CH2:12][O:13][CH2:14][CH2:15][O:16][CH3:17])=[O:6], predict the reactants needed to synthesize it. The reactants are: [Br:1][C:2]1[CH:3]=[C:4]([CH:18]=[C:19]([N+:21]([O-])=O)[CH:20]=1)[C:5]([NH:7][CH2:8][CH2:9][O:10][CH2:11][CH2:12][O:13][CH2:14][CH2:15][O:16][CH3:17])=[O:6].Cl. (4) Given the product [Cl:1][C:2]1[CH:28]=[C:27]([Cl:29])[CH:26]=[CH:25][C:3]=1[C:4]([C:6]1[CH:11]=[CH:10][CH:9]=[CH:8][C:7]=1[NH:12][S:13]([C:16]1[CH:24]=[CH:23][C:19]([C:20]([N:30]2[CH2:35][CH2:34][CH:33]([CH2:36][CH2:37][CH2:38][CH:39]3[CH2:40][CH2:41][NH:42][CH2:43][CH2:44]3)[CH2:32][CH2:31]2)=[O:22])=[CH:18][CH:17]=1)(=[O:15])=[O:14])=[O:5], predict the reactants needed to synthesize it. The reactants are: [Cl:1][C:2]1[CH:28]=[C:27]([Cl:29])[CH:26]=[CH:25][C:3]=1[C:4]([C:6]1[CH:11]=[CH:10][CH:9]=[CH:8][C:7]=1[NH:12][S:13]([C:16]1[CH:24]=[CH:23][C:19]([C:20]([OH:22])=O)=[CH:18][CH:17]=1)(=[O:15])=[O:14])=[O:5].[NH:30]1[CH2:35][CH2:34][CH:33]([CH2:36][CH2:37][CH2:38][CH:39]2[CH2:44][CH2:43][NH:42][CH2:41][CH2:40]2)[CH2:32][CH2:31]1. (5) Given the product [C:1]([O:5][C:6](=[O:21])[NH:7][C:8]1[CH:13]=[C:12]([O:14][CH3:15])[C:11]([C:16]([F:19])([F:18])[F:17])=[CH:10][C:9]=1[NH:20][C:27](=[O:26])[CH2:28][C:29]([C:31]1[CH:36]=[CH:35][CH:34]=[C:33]([C:37]2[O:41][N:40]=[C:39]([CH3:42])[CH:38]=2)[CH:32]=1)=[O:30])([CH3:4])([CH3:2])[CH3:3], predict the reactants needed to synthesize it. The reactants are: [C:1]([O:5][C:6](=[O:21])[NH:7][C:8]1[CH:13]=[C:12]([O:14][CH3:15])[C:11]([C:16]([F:19])([F:18])[F:17])=[CH:10][C:9]=1[NH2:20])([CH3:4])([CH3:3])[CH3:2].C([O:26][C:27](=O)[CH2:28][C:29]([C:31]1[CH:36]=[CH:35][CH:34]=[C:33]([C:37]2[O:41][N:40]=[C:39]([CH3:42])[CH:38]=2)[CH:32]=1)=[O:30])(C)(C)C. (6) The reactants are: [O:1]=[C:2]1[C:7]([NH:8][CH2:9][C:10]([OH:12])=O)=[CH:6][CH:5]=[N:4][NH:3]1.[F:13][C:14]([F:29])([F:28])[C:15]1[CH:16]=[C:17]([CH:25]=[CH:26][CH:27]=1)[O:18][CH:19]1[CH2:24][CH2:23][NH:22][CH2:21][CH2:20]1.Cl.FC(F)(F)C1C=CC=CC=1OC1CCNCC1. Given the product [F:29][C:14]([F:13])([F:28])[C:15]1[CH:16]=[C:17]([CH:25]=[CH:26][CH:27]=1)[O:18][CH:19]1[CH2:20][CH2:21][N:22]([C:10](=[O:12])[CH2:9][NH:8][C:7]2[C:2](=[O:1])[NH:3][N:4]=[CH:5][CH:6]=2)[CH2:23][CH2:24]1, predict the reactants needed to synthesize it.